Dataset: Forward reaction prediction with 1.9M reactions from USPTO patents (1976-2016). Task: Predict the product of the given reaction. (1) Given the reactants [NH2:1][C:2]1[N:7]=[C:6](OS(C2C(C)=CC(C)=CC=2C)(=O)=O)[C:5]([CH2:21][C:22]2[CH:37]=[CH:36][C:25]([CH2:26][N:27]3[C:31]([C:32]([O:34][CH3:35])=[O:33])=[CH:30][N:29]=[CH:28]3)=[CH:24][C:23]=2[O:38][CH3:39])=[C:4]([CH3:40])[N:3]=1.[NH2:41][C@@H:42]([CH2:46][CH2:47][CH3:48])[CH2:43][CH2:44][OH:45], predict the reaction product. The product is: [NH2:1][C:2]1[N:7]=[C:6]([NH:41][C@@H:42]([CH2:46][CH2:47][CH3:48])[CH2:43][CH2:44][OH:45])[C:5]([CH2:21][C:22]2[CH:37]=[CH:36][C:25]([CH2:26][N:27]3[C:31]([C:32]([O:34][CH3:35])=[O:33])=[CH:30][N:29]=[CH:28]3)=[CH:24][C:23]=2[O:38][CH3:39])=[C:4]([CH3:40])[N:3]=1. (2) Given the reactants [CH3:1][O:2][C:3]1[CH:4]=[C:5]([CH:23]=[CH:24][C:25]=1[O:26][CH3:27])[CH2:6][CH:7]1[C:16]2[C:11](=[CH:12][C:13]([O:21][CH3:22])=[C:14]([O:17][CH:18]([CH3:20])[CH3:19])[CH:15]=2)[CH2:10][CH2:9][NH:8]1.Br[CH2:29][C:30](Br)=[O:31].[CH:33]1[C:38]2[CH2:39][CH2:40][CH2:41][CH2:42][CH:43]([NH2:44])[C:37]=2[CH:36]=[CH:35][CH:34]=1, predict the reaction product. The product is: [CH3:1][O:2][C:3]1[CH:4]=[C:5]([CH:23]=[CH:24][C:25]=1[O:26][CH3:27])[CH2:6][CH:7]1[C:16]2[C:11](=[CH:12][C:13]([O:21][CH3:22])=[C:14]([O:17][CH:18]([CH3:20])[CH3:19])[CH:15]=2)[CH2:10][CH2:9][N:8]1[CH2:29][C:30]([NH:44][CH:43]1[C:37]2[CH:36]=[CH:35][CH:34]=[CH:33][C:38]=2[CH2:39][CH2:40][CH2:41][CH2:42]1)=[O:31]. (3) Given the reactants CC[C@H]1[C@H]2C[C@H]([C@H](OC3[C:34]4[C:29](=[CH:30][CH:31]=[CH:32][CH:33]=4)[C:28]([O:35][C@H:36](C4C=CN=C5C=4C=C(OC)C=C5)[C@@H]4N5C[C@H](CC)[C@@H](CC5)C4)=NN=3)C3C=CN=C4C=3C=C(OC)C=C4)N(CC2)C1.[Cl:59]C1C=CC(C=C)=CC=1.S([O-])([O-])=O.[Na+].[Na+].C(OC)(OC)(OC)C.Cl[Si](C)(C)C, predict the reaction product. The product is: [Cl:59][C:32]1[CH:31]=[CH:30][C:29]([C@H:28]2[CH2:36][O:35]2)=[CH:34][CH:33]=1. (4) Given the reactants [NH2:1][C:2]1[N:7]=[C:6]([CH:8]2[CH2:10][CH2:9]2)[N:5]=[C:4]([C:11]([O:13][CH2:14][CH3:15])=[O:12])[C:3]=1Br.[CH3:17][Si:18]([CH3:35])([CH3:34])/[CH:19]=[CH:20]/[Sn](CCCC)(CCCC)CCCC, predict the reaction product. The product is: [NH2:1][C:2]1[N:7]=[C:6]([CH:8]2[CH2:10][CH2:9]2)[N:5]=[C:4]([C:11]([O:13][CH2:14][CH3:15])=[O:12])[C:3]=1/[CH:20]=[CH:19]/[Si:18]([CH3:35])([CH3:34])[CH3:17]. (5) Given the reactants C(N[C:5]1[CH:6]=[C:7]([NH:11][C:12]([C:14]2[CH:30]=[CH:29][C:17]3[S:18][C:19]([C:22]4[CH:27]=[CH:26][N:25]=[C:24]([NH2:28])[N:23]=4)=[C:20]([CH3:21])[C:16]=3[CH:15]=2)=[O:13])[CH:8]=[CH:9][CH:10]=1)(=O)C.[O:31]1[CH2:36][CH2:35][N:34]([CH2:37][CH2:38][O:39]C2C=CC(N)=CC=2)[CH2:33][CH2:32]1.NC1C=C(NC(=O)C)C=CC=1, predict the reaction product. The product is: [NH2:28][C:24]1[N:23]=[C:22]([C:19]2[S:18][C:17]3[CH:29]=[CH:30][C:14]([C:12]([NH:11][C:7]4[CH:6]=[CH:5][C:10]([O:39][CH2:38][CH2:37][N:34]5[CH2:35][CH2:36][O:31][CH2:32][CH2:33]5)=[CH:9][CH:8]=4)=[O:13])=[CH:15][C:16]=3[C:20]=2[CH3:21])[CH:27]=[CH:26][N:25]=1. (6) Given the reactants [Cl:1][C:2]1[CH:7]=[CH:6][C:5]([S:8]([O-:10])=[O:9])=[CH:4][CH:3]=1.[Na+].[CH3:12][O:13][C:14]1[CH:21]=[CH:20][C:17]([CH2:18]Cl)=[CH:16][CH:15]=1, predict the reaction product. The product is: [Cl:1][C:2]1[CH:7]=[CH:6][C:5]([S:8]([CH2:18][C:17]2[CH:20]=[CH:21][C:14]([O:13][CH3:12])=[CH:15][CH:16]=2)(=[O:10])=[O:9])=[CH:4][CH:3]=1. (7) Given the reactants [H-].[Na+].[C:3]([O:11][CH2:12][CH3:13])(=[O:10])[CH2:4][C:5]([O:7][CH2:8][CH3:9])=[O:6].Br[CH2:15][CH:16]([O:19][CH2:20][C:21]1[CH:26]=[CH:25][CH:24]=[CH:23][CH:22]=1)[CH2:17]Cl, predict the reaction product. The product is: [CH2:12]([O:11][C:3]([C:4]1([C:5]([O:7][CH2:8][CH3:9])=[O:6])[CH2:15][CH:16]([O:19][CH2:20][C:21]2[CH:26]=[CH:25][CH:24]=[CH:23][CH:22]=2)[CH2:17]1)=[O:10])[CH3:13]. (8) Given the reactants C([Li])CCC.[S:6]1[CH:10]=[CH:9][N:8]=[CH:7]1.C[O:12][C:13](=O)[C:14]1[CH:19]=[CH:18][CH:17]=[CH:16][C:15]=1[N+:20]([O-:22])=[O:21].S1C=CN=N1.C(=O)([O-])[O-].[K+].[K+], predict the reaction product. The product is: [N+:20]([C:15]1[CH:16]=[CH:17][CH:18]=[CH:19][C:14]=1[C:13]([C:7]1[S:6][CH:10]=[CH:9][N:8]=1)=[O:12])([O-:22])=[O:21]. (9) Given the reactants Cl[CH2:2][CH2:3][CH2:4][S:5]([O:8][CH2:9][C:10]([CH3:27])([CH3:26])[C@@H:11]([O:18][CH2:19][C:20]1[CH:25]=[CH:24][CH:23]=[CH:22][CH:21]=1)[C:12]([O:14][CH:15]([CH3:17])[CH3:16])=[O:13])(=[O:7])=[O:6].[N-:28]=[N+:29]=[N-:30].[Na+], predict the reaction product. The product is: [N:28]([CH2:2][CH2:3][CH2:4][S:5]([O:8][CH2:9][C:10]([CH3:27])([CH3:26])[C@@H:11]([O:18][CH2:19][C:20]1[CH:25]=[CH:24][CH:23]=[CH:22][CH:21]=1)[C:12]([O:14][CH:15]([CH3:17])[CH3:16])=[O:13])(=[O:7])=[O:6])=[N+:29]=[N-:30].